From a dataset of Forward reaction prediction with 1.9M reactions from USPTO patents (1976-2016). Predict the product of the given reaction. (1) Given the reactants P(Cl)(Cl)(Cl)=O.CN([CH:9]=[O:10])C.[Cl:11][C:12]1[CH:16]=[CH:15][NH:14][C:13]=1[C:17]([O:19][CH3:20])=[O:18].C([O-])(=O)C.[Na+], predict the reaction product. The product is: [Cl:11][C:12]1[CH:16]=[C:15]([CH:9]=[O:10])[NH:14][C:13]=1[C:17]([O:19][CH3:20])=[O:18]. (2) Given the reactants [Cl:1][C:2]1[C:7]([CH3:8])=[CH:6][C:5](B2OC(C)(C)C(C)(C)O2)=[CH:4][C:3]=1[CH3:18].Br[C:20]1[N:21]=[C:22]([CH3:26])[N:23]([CH3:25])[CH:24]=1, predict the reaction product. The product is: [Cl:1][C:2]1[C:3]([CH3:18])=[CH:4][C:5]([C:20]2[N:21]=[C:22]([CH3:26])[N:23]([CH3:25])[CH:24]=2)=[CH:6][C:7]=1[CH3:8]. (3) Given the reactants [Li]CCCC.Br[C:7]1[CH:12]=[CH:11][C:10]([Si:13]([CH3:16])([CH3:15])[CH3:14])=[C:9]([F:17])[CH:8]=1.C(O[B:22]1[O:26][C:25]([CH3:28])([CH3:27])[C:24]([CH3:30])([CH3:29])[O:23]1)(C)C.C(=O)=O.CC(C)=O.Cl, predict the reaction product. The product is: [F:17][C:9]1[CH:8]=[C:7]([B:22]2[O:26][C:25]([CH3:28])([CH3:27])[C:24]([CH3:30])([CH3:29])[O:23]2)[CH:12]=[CH:11][C:10]=1[Si:13]([CH3:16])([CH3:15])[CH3:14]. (4) Given the reactants C1(N=C=NC2CCCCC2)CCCCC1.[OH:16][C@@H:17]([C@@H:21]([NH:29][C:30](=[O:39])[C:31]1[CH:36]=[CH:35][CH:34]=[C:33]([OH:37])[C:32]=1[CH3:38])[CH2:22][C:23]1[CH:28]=[CH:27][CH:26]=[CH:25][CH:24]=1)[C:18]([OH:20])=O.[CH3:40][C:41]1[CH:57]=[CH:56][CH:55]=[CH:54][C:42]=1[CH2:43][NH:44][C:45]([C@@H:47]1[C:51]([CH3:53])([CH3:52])[S:50][CH2:49][NH:48]1)=[O:46].C1C=CC2N(O)N=NC=2C=1.O, predict the reaction product. The product is: [CH3:40][C:41]1[CH:57]=[CH:56][CH:55]=[CH:54][C:42]=1[CH2:43][NH:44][C:45]([C@@H:47]1[C:51]([CH3:53])([CH3:52])[S:50][CH2:49][N:48]1[C:18](=[O:20])[C@@H:17]([OH:16])[C@@H:21]([NH:29][C:30](=[O:39])[C:31]1[CH:36]=[CH:35][CH:34]=[C:33]([OH:37])[C:32]=1[CH3:38])[CH2:22][C:23]1[CH:28]=[CH:27][CH:26]=[CH:25][CH:24]=1)=[O:46].